From a dataset of Full USPTO retrosynthesis dataset with 1.9M reactions from patents (1976-2016). Predict the reactants needed to synthesize the given product. (1) Given the product [F:51][C:52]([F:57])([F:56])[C:53]([OH:55])=[O:54].[F:51][C:52]([F:57])([F:56])[C:53]([OH:55])=[O:54].[CH:1]([N:4]1[CH2:9][CH2:8][N:7]([C:10]([O:12][CH2:13][C:14]2[CH:19]=[CH:18][C:17]([C:20]3[CH:21]=[C:22]4[C:27](=[C:28]([OH:30])[CH:29]=3)[N:26]=[CH:25][NH:24][C:23]4=[O:47])=[C:16]([CH2:48][O:49][CH3:50])[CH:15]=2)=[O:11])[CH2:6][CH2:5]1)([CH3:3])[CH3:2], predict the reactants needed to synthesize it. The reactants are: [CH:1]([N:4]1[CH2:9][CH2:8][N:7]([C:10]([O:12][CH2:13][C:14]2[CH:19]=[CH:18][C:17]([C:20]3[CH:21]=[C:22]4[C:27](=[C:28]([O:30]COCC[Si](C)(C)C)[CH:29]=3)[N:26]=[CH:25][N:24](COCC[Si](C)(C)C)[C:23]4=[O:47])=[C:16]([CH2:48][O:49][CH3:50])[CH:15]=2)=[O:11])[CH2:6][CH2:5]1)([CH3:3])[CH3:2].[F:51][C:52]([F:57])([F:56])[C:53]([OH:55])=[O:54]. (2) Given the product [C:39]([N:36]1[CH2:37][CH2:38][C@H:34]([N:32]([CH3:33])[C:29]2[CH:28]=[CH:27][C:26]([NH:25][C:10]3[N:11]=[C:12]([O:13][C:14]4[CH:15]=[C:16]([NH:20][C:21](=[O:24])[CH:22]=[CH2:23])[CH:17]=[CH:18][CH:19]=4)[C:7]4[CH:6]=[CH:5][NH:4][C:8]=4[N:9]=3)=[CH:31][CH:30]=2)[CH2:35]1)(=[O:41])[CH3:40], predict the reactants needed to synthesize it. The reactants are: C(=O)(OC(C)(C)C)OC[N:4]1[C:8]2[N:9]=[C:10]([NH:25][C:26]3[CH:31]=[CH:30][C:29]([N:32]([C@H:34]4[CH2:38][CH2:37][N:36]([C:39](=[O:41])[CH3:40])[CH2:35]4)[CH3:33])=[CH:28][CH:27]=3)[N:11]=[C:12]([O:13][C:14]3[CH:19]=[CH:18][CH:17]=[C:16]([NH:20][C:21](=[O:24])[CH:22]=[CH2:23])[CH:15]=3)[C:7]=2[CH:6]=[CH:5]1.CO.C1COCC1.[OH-].[Na+]. (3) Given the product [F:1][C:2]1([CH2:8][CH2:9][O:10][C:11]2[CH:16]=[CH:15][C:14]([C:17]3[N:22]=[C:21]([C:23]#[N:24])[C:20]4[N:25]=[CH:26][N:27]([CH3:28])[C:19]=4[CH:18]=3)=[CH:13][C:12]=2[C:29]([F:30])([F:31])[F:32])[CH2:7][CH2:6][N:5]([CH3:35])[CH2:4][CH2:3]1.[C:39]([OH:40])([C:29]([F:32])([F:31])[F:30])=[O:42], predict the reactants needed to synthesize it. The reactants are: [F:1][C:2]1([CH2:8][CH2:9][O:10][C:11]2[CH:16]=[CH:15][C:14]([C:17]3[N:22]=[C:21]([C:23]#[N:24])[C:20]4[N:25]=[CH:26][N:27]([CH3:28])[C:19]=4[CH:18]=3)=[CH:13][C:12]=2[C:29]([F:32])([F:31])[F:30])[CH2:7][CH2:6][NH:5][CH2:4][CH2:3]1.C=O.[C:35]([BH3-])#N.[Na+].[C:39](=[O:42])(O)[O-:40].[Na+]. (4) Given the product [NH2:3][C:8]1[N:13]=[C:12]([CH3:14])[C:11]([O:15][CH2:16][C:17]2[CH:22]=[CH:21][CH:20]=[CH:19][CH:18]=2)=[C:10]([CH3:23])[N:9]=1, predict the reactants needed to synthesize it. The reactants are: CC1[N:3]([C:8]2[N:13]=[C:12]([CH3:14])[C:11]([O:15][CH2:16][C:17]3[CH:22]=[CH:21][CH:20]=[CH:19][CH:18]=3)=[C:10]([CH3:23])[N:9]=2)C(C)=CC=1.Cl.NO. (5) The reactants are: [Br:1][C:2]1[CH:35]=[CH:34][C:5]([CH2:6][C:7]2(C(OCC)=O)[CH2:11][C@@H:10]([C@@H:12]([NH:20][C:21]([O:23][C:24]([CH3:27])([CH3:26])[CH3:25])=[O:22])[CH2:13][C:14]3[CH:19]=[CH:18][CH:17]=[CH:16][CH:15]=3)[O:9][C:8]2=[O:28])=[CH:4][CH:3]=1.Cl. Given the product [Br:1][C:2]1[CH:3]=[CH:4][C:5]([CH2:6][CH:7]2[C:8](=[O:28])[O:9][C@H:10]([C@@H:12]([NH:20][C:21](=[O:22])[O:23][C:24]([CH3:26])([CH3:27])[CH3:25])[CH2:13][C:14]3[CH:19]=[CH:18][CH:17]=[CH:16][CH:15]=3)[CH2:11]2)=[CH:34][CH:35]=1, predict the reactants needed to synthesize it.